Dataset: Full USPTO retrosynthesis dataset with 1.9M reactions from patents (1976-2016). Task: Predict the reactants needed to synthesize the given product. (1) Given the product [Cl:7][C:8]1[CH:13]=[CH:12][C:11]([C:14]2[CH:19]=[CH:18][C:17]([CH3:20])=[C:16]([C:21]3[C:22](=[O:23])[NH:24][C:25]4([CH2:30][CH2:29][C:28]([F:31])([F:32])[CH2:27][CH2:26]4)[C:33]=3[OH:35])[CH:15]=2)=[CH:10][CH:9]=1, predict the reactants needed to synthesize it. The reactants are: CC(C)([O-])C.[K+].[Cl:7][C:8]1[CH:13]=[CH:12][C:11]([C:14]2[CH:19]=[CH:18][C:17]([CH3:20])=[C:16]([CH2:21][C:22]([NH:24][C:25]3([C:33]([O:35]C)=O)[CH2:30][CH2:29][C:28]([F:32])([F:31])[CH2:27][CH2:26]3)=[O:23])[CH:15]=2)=[CH:10][CH:9]=1.Cl. (2) Given the product [Br:25][CH:5]([C:6]1[CH:7]=[CH:8][C:9]2[N:10]([CH:12]=[C:13]([C:15]([NH:17][C:18]3[CH:23]=[CH:22][CH:21]=[CH:20][CH:19]=3)=[O:16])[N:14]=2)[CH:11]=1)[CH:4]=[O:3], predict the reactants needed to synthesize it. The reactants are: C([O:3][CH:4]=[CH:5][C:6]1[CH:7]=[CH:8][C:9]2[N:10]([CH:12]=[C:13]([C:15]([NH:17][C:18]3[CH:23]=[CH:22][CH:21]=[CH:20][CH:19]=3)=[O:16])[N:14]=2)[CH:11]=1)C.O.[Br:25]N1C(=O)CCC1=O. (3) The reactants are: [N:1]1[CH:6]=[CH:5][CH:4]=[CH:3][C:2]=1[C:7]([OH:9])=O.C1C=CC2N(O)N=NC=2C=1.CCN=C=NCCCN(C)C.[NH2:31][CH:32]1[CH2:38][CH2:37][CH2:36][N:35]([C:39]([O:41][CH2:42][C:43]2[CH:48]=[CH:47][CH:46]=[CH:45][CH:44]=2)=[O:40])[CH2:34][CH:33]1[OH:49]. Given the product [OH:49][CH:33]1[CH:32]([NH:31][C:7](=[O:9])[C:2]2[CH:3]=[CH:4][CH:5]=[CH:6][N:1]=2)[CH2:38][CH2:37][CH2:36][N:35]([C:39]([O:41][CH2:42][C:43]2[CH:48]=[CH:47][CH:46]=[CH:45][CH:44]=2)=[O:40])[CH2:34]1, predict the reactants needed to synthesize it.